Dataset: Catalyst prediction with 721,799 reactions and 888 catalyst types from USPTO. Task: Predict which catalyst facilitates the given reaction. (1) Reactant: [NH2:1][C:2]1[N:7]=[CH:6][N:5]=[C:4]2[N:8]([CH:12]([C:14]3[CH:19]=[N:18][N:17]([CH2:20][CH2:21][N:22]4[CH2:27][CH2:26][O:25][CH2:24][CH2:23]4)[C:16](=[O:28])[C:15]=3[C:29]3[CH:34]=[CH:33][CH:32]=[CH:31][CH:30]=3)[CH3:13])[N:9]=[C:10](I)[C:3]=12.[F:35][C:36]1[CH:37]=[C:38](B(O)O)[CH:39]=[C:40]([OH:42])[CH:41]=1. Product: [NH2:1][C:2]1[N:7]=[CH:6][N:5]=[C:4]2[N:8]([CH:12]([C:14]3[CH:19]=[N:18][N:17]([CH2:20][CH2:21][N:22]4[CH2:27][CH2:26][O:25][CH2:24][CH2:23]4)[C:16](=[O:28])[C:15]=3[C:29]3[CH:34]=[CH:33][CH:32]=[CH:31][CH:30]=3)[CH3:13])[N:9]=[C:10]([C:38]3[CH:39]=[C:40]([OH:42])[CH:41]=[C:36]([F:35])[CH:37]=3)[C:3]=12. The catalyst class is: 73. (2) Reactant: [H-].[Na+].[F:3][C:4]1[CH:9]=[CH:8][C:7]([OH:10])=[CH:6][CH:5]=1.[NH2:11][C:12]1[N:13]=[C:14]([C:32]2[CH:37]=[CH:36][CH:35]=[CH:34][CH:33]=2)[C:15]([C:22]2[CH:23]=[CH:24][C:25](=[O:31])[N:26]([CH:28]([CH3:30])[CH3:29])[N:27]=2)=[N:16][C:17]=1S(C)(=O)=O.Cl. Product: [NH2:11][C:12]1[N:13]=[C:14]([C:32]2[CH:33]=[CH:34][CH:35]=[CH:36][CH:37]=2)[C:15]([C:22]2[CH:23]=[CH:24][C:25](=[O:31])[N:26]([CH:28]([CH3:30])[CH3:29])[N:27]=2)=[N:16][C:17]=1[O:10][C:7]1[CH:8]=[CH:9][C:4]([F:3])=[CH:5][CH:6]=1. The catalyst class is: 44. (3) Reactant: [NH:1]([C:21]([O:23][CH2:24][C:25]1[CH:30]=[CH:29][CH:28]=[CH:27][CH:26]=1)=[O:22])[C@H:2]([C:4](N[C@H](C(N1CCC[C@H]1C(O)=O)=O)C(C)C)=[O:5])[CH3:3].Cl.[NH2:32][C@H:33]([C:39]([N:41]1[CH2:45][CH2:44][CH2:43][CH2:42]1)=[O:40])[CH2:34][CH2:35]C(=O)N.CN1CC[O:50][CH2:49][CH2:48]1.[N+](=[CH2:55])=[N-].[BrH:56]. Product: [NH:1]([C:21]([O:23][CH2:24][C:25]1[CH:30]=[CH:29][CH:28]=[CH:27][CH:26]=1)=[O:22])[C@H:2]([C:4]([NH:32][C@H:33]([C:39]([N:41]1[CH2:42][CH2:43][CH2:44][C@H:45]1[C:49]([CH2:48][Br:56])=[O:50])=[O:40])[CH:34]([CH3:35])[CH3:55])=[O:5])[CH3:3]. The catalyst class is: 116. (4) Reactant: C(OC([N:8]1[CH2:13][CH2:12][N:11]([C:14]2[CH:19]=[CH:18][C:17]([NH:20][C:21]3[C:26]4[C:27](=[O:31])[NH:28][N:29]=[CH:30][C:25]=4[CH:24]=[C:23]([NH:32][C:33]4[S:34][CH:35]=[CH:36][N:37]=4)[N:22]=3)=[C:16]([O:38][CH3:39])[CH:15]=2)[CH2:10][CH2:9]1)=O)(C)(C)C.FC(F)(F)C(O)=O. Product: [CH3:39][O:38][C:16]1[CH:15]=[C:14]([N:11]2[CH2:10][CH2:9][NH:8][CH2:13][CH2:12]2)[CH:19]=[CH:18][C:17]=1[NH:20][C:21]1[C:26]2[C:27](=[O:31])[NH:28][N:29]=[CH:30][C:25]=2[CH:24]=[C:23]([NH:32][C:33]2[S:34][CH:35]=[CH:36][N:37]=2)[N:22]=1. The catalyst class is: 4. (5) Reactant: [C:1]([N:8]1[CH2:13][CH2:12][CH2:11][CH:10]([OH:14])[CH2:9]1)([O:3][C:4]([CH3:7])([CH3:6])[CH3:5])=[O:2].C(N(CC)CC)C.[CH3:22][S:23](Cl)(=[O:25])=[O:24].C(=O)(O)[O-].[Na+]. Product: [CH3:22][S:23]([O:14][CH:10]1[CH2:11][CH2:12][CH2:13][N:8]([C:1]([O:3][C:4]([CH3:7])([CH3:6])[CH3:5])=[O:2])[CH2:9]1)(=[O:25])=[O:24]. The catalyst class is: 54.